Task: Binary Classification. Given a miRNA mature sequence and a target amino acid sequence, predict their likelihood of interaction.. Dataset: Experimentally validated miRNA-target interactions with 360,000+ pairs, plus equal number of negative samples (1) The miRNA is hsa-miR-8078 with sequence GGUCUAGGCCCGGUGAGAGACUC. The protein sequence of the target gene is MESRVADAGTGETARAAGGSPAVGCTTRGPVVSAPLGAARWKLLRQVLKQKHLDDCLRHVSVRRFESFNLFSVTEGKERETEEEVGAWVQYTSIFCPEYSISLRHNSGSLNVEDVLTSFDNTGNVCIWPSEEVLAYYCLKHNNIFRALAVCELGGGMTCLAGLMVAISADVKEVLLTDGNEKAIRNVQDIITRNQKAGVFKTQKISSCVLRWDNETDVSQLEGHFDIVMCADCLFLDQYRASLVDAIKRLLQPRGKAMVFAPRRGNTLNQFCNLAEKAGFCIQRHENYDEHISNFHSKLK.... Result: 0 (no interaction). (2) The miRNA is hsa-miR-384 with sequence AUUCCUAGAAAUUGUUCAUA. The protein sequence of the target gene is MEDALLGAMTGPEDELGAELFGSERVFADGLALSPAGGAADRDELPVLADAYLGATEPGEPLLRALSPPPGAEVPAALLGDFPGLPELRSPDDAAPPPAYSVHVLSSLLPGARGPALLPLSAGVRVIPVEIKEAGGSVPGGSPEDAAFQAPLAQESCCKFPSSQEAEEASSCPRKKDSSPMVICQLKGGAQMLCIDNCGARELKALHLLPQYDDQSSFPQSELPKPMTTLVGRLLPVPAKLNLITQVDNGALPSAVNGAAFPSGPALQGPPKITLSGYCDCFSSGDFCNSCSCNNLRHEL.... Result: 0 (no interaction). (3) The miRNA is hsa-miR-149-3p with sequence AGGGAGGGACGGGGGCUGUGC. The protein sequence of the target gene is MTCWLCVLSLPLLLLPAAPPPAGGCPARCECTVQTRAVACTRRRLTAVPDGIPAETRLLELSRNRIRCLNPGDLAALPALEELDLSENAIAHVEPGAFANLPRLRVLRLRGNQLKLIPPGVFTRLDNLTLLDLSENKLVILLDYTFQDLHSLRRLEVGDNDLVFVSRRAFAGLLALEELTLERCNLTALSGESLGHLRSLGALRLRHLAIASLEDQNFRRLPGLLHLEIDNWPLLEEVAAGSLRGLNLTSLSVTHTNITAVPAAALRHQAHLTCLNLSHNPISTVPRGSFRDLVRLRELH.... Result: 1 (interaction). (4) The miRNA is hsa-miR-4784 with sequence UGAGGAGAUGCUGGGACUGA. The protein sequence of the target gene is MTEESSDVPRELIESIKDVIGRKIKISVKKKVKLEVKGDKVENKVLVLTSCRAFLVTARIPTKLELTFSYLEIHGVVCSKSAQMIVETEKCSISMKMASPEDVSEVLAHIGTCLRKIFPGLSPVRIMKKVSMEPSERLASLQALWDSQTVAEQGPCGGFSQMYACVCDWLGFSYREEVQWDVDTIYLTQDTRELNLQDFSHLDHRDLIPIIAALEYNQWFTKLSSKDLKLSTDVCEQILRVVSRSNRLEELVLENAGLRTDFAQKLASALAHNPNSGLHTINLAGNPLEDRGVSSLSIQF.... Result: 0 (no interaction). (5) The protein sequence of the target gene is MPLYSVTVKWGKEKFEGVELNTDEPPMVFKAQLFALTGVQPARQKVMVKGGTLKDDDWGNIKIKNGMTLLMMGSADALPEEPSAKTVFVEDMTEEQLASAMELPCGLTNLGNTCYMNATVQCIRSVPELKDALKRYAGALRASGEMASAQYITAALRDLFDSMDKTSSSIPPIILLQFLHMAFPQFAEKGEQGQYLQQDANECWIQMMRVLQQKLEAIEDDSVKETDSSSASAATPSKKKSLIDQFFGVEFETTMKCTESEEEEVTKGKENQLQLSCFINQEVKYLFTGLKLRLQEEITK.... The miRNA is hsa-miR-4772-3p with sequence CCUGCAACUUUGCCUGAUCAGA. Result: 1 (interaction). (6) The miRNA is hsa-miR-6891-3p with sequence CCCUCAUCUUCCCCUCCUUUC. The protein sequence of the target gene is MDWQPDEQGLQQVLQLLKDSQSPNTATQRIVQDKLKQLNQFPDFNNYLIFVLTRLKSEDEPTRSLSGLILKNNVKAHYQSFPPPVADFIKQECLNNIGDASSLIRATIGILITTIASKGELQMWPELLPQLCNLLNSEDYNTCEGAFGALQKICEDSSELLDSDALNRPLNIMIPKFLQFFKHCSPKIRSHAIACVNQFIMDRAQALMDNIDTFIEHLFALAVDDDPEVRKNVCRALVMLLEVRIDRLIPHMHSIIQYMLQRTQDHDENVALEACEFWLTLAEQPICKEVLASHLVQLIP.... Result: 1 (interaction). (7) The miRNA is mmu-miR-3097-3p with sequence CUCAGACCUUUCUACCUGUCAG. The protein sequence of the target gene is MKSRREKLLIPALTLDLSPSSQSPCLLSPGSPCSPCSPSLGLQPWSCRSGNRKSLVVGTPSPTLSRPLSPLSVPTAGNSPLDSPRNFSAAAAISFPFARRADGRRWSLASLPSSGYGTNTPSSTVSSSSSSRERLHQLPFQPTADELRFLSKHFRSSESVVDEDGGRSPRLRPRSRSLSPGRTSGTFDNEIVMMNHVYRERFPKATAQMEGRLQDFLAAFAPGDRLALADGVLGFIHHQIVELARDCLAKSGEALVTSRYFLEMQDKLERLLQDAHERSDSAEVGFIVQLVRKLLIIISR.... Result: 0 (no interaction).